Dataset: Full USPTO retrosynthesis dataset with 1.9M reactions from patents (1976-2016). Task: Predict the reactants needed to synthesize the given product. Given the product [Cl:32][C:33]1[CH:34]=[CH:35][C:36]2[CH:46]([N:47]3[CH2:48][CH2:49][N:50]([C:62]([O:19][CH2:18][CH2:17][CH2:16][CH2:15][C:13]4[N:12]=[CH:11][NH:10][CH:14]=4)=[O:64])[CH2:51][CH2:52]3)[C:41]3=[N:42][CH:43]=[CH:44][CH:45]=[C:40]3[CH2:39][CH2:38][C:37]=2[CH:53]=1, predict the reactants needed to synthesize it. The reactants are: [H-].[Na+].C1(C(C2C=CC=CC=2)(C2C=CC=CC=2)[N:10]2[CH:14]=[C:13]([CH2:15][CH2:16][CH2:17][CH2:18][OH:19])[N:12]=[CH:11]2)C=CC=CC=1.[Cl:32][C:33]1[CH:34]=[CH:35][C:36]2[CH:46]([N:47]3[CH2:52][CH2:51][NH:50][CH2:49][CH2:48]3)[C:41]3=[N:42][CH:43]=[CH:44][CH:45]=[C:40]3[CH2:39][CH2:38][C:37]=2[CH:53]=1.C(N(CC)CC)C.Cl[C:62](Cl)([O:64]C(=O)OC(Cl)(Cl)Cl)Cl.